The task is: Binary Classification. Given a T-cell receptor sequence (or CDR3 region) and an epitope sequence, predict whether binding occurs between them.. This data is from TCR-epitope binding with 47,182 pairs between 192 epitopes and 23,139 TCRs. (1) The epitope is KLVALGINAV. The TCR CDR3 sequence is CASSSRTGEAGELFF. Result: 0 (the TCR does not bind to the epitope). (2) The epitope is HPVGEADYFEY. The TCR CDR3 sequence is CASSYRGRATSEQFF. Result: 0 (the TCR does not bind to the epitope). (3) The epitope is YVLDHLIVV. The TCR CDR3 sequence is CASRLTGDNEQFF. Result: 0 (the TCR does not bind to the epitope). (4) The epitope is NLNESLIDL. The TCR CDR3 sequence is CASSPSGSNTGELFF. Result: 1 (the TCR binds to the epitope). (5) The epitope is KLWAQCVQL. Result: 0 (the TCR does not bind to the epitope). The TCR CDR3 sequence is CSARDLLGTSETQYF. (6) The epitope is QASQEVKNW. The TCR CDR3 sequence is CASSQAGGDAEAFF. Result: 1 (the TCR binds to the epitope). (7) The epitope is ILKEPVHGV. The TCR CDR3 sequence is CAISEDGGETQYF. Result: 1 (the TCR binds to the epitope).